From a dataset of hERG potassium channel inhibition data for cardiac toxicity prediction from Karim et al.. Regression/Classification. Given a drug SMILES string, predict its toxicity properties. Task type varies by dataset: regression for continuous values (e.g., LD50, hERG inhibition percentage) or binary classification for toxic/non-toxic outcomes (e.g., AMES mutagenicity, cardiotoxicity, hepatotoxicity). Dataset: herg_karim. (1) The compound is COc1ccccc1OCCNCC(O)COc1cccc2c1C1C=CC=CC1=N2. The result is 0 (non-blocker). (2) The drug is Cc1nsc(-c2nnc3n2CCN(C(=O)c2ccc(Cl)c(F)c2)[C@@H]3C)n1. The result is 0 (non-blocker). (3) The result is 0 (non-blocker). The molecule is COc1cc(C(=O)N2CCC(N3CCN(C)CC3)CC2)ccc1Nc1ncc2c(n1)N(C)c1ccccc1C(=O)N2C. (4) The compound is CC1CCCN1CCc1ccc2nc(-c3cnccn3)ccc2c1. The result is 1 (blocker). (5) The compound is Cc1cc(OC(F)(F)F)ccc1-c1c(Oc2ccc(/C=C/C(=O)O)cc2)c2ccc(O)cc2oc1=O. The result is 0 (non-blocker).